This data is from Catalyst prediction with 721,799 reactions and 888 catalyst types from USPTO. The task is: Predict which catalyst facilitates the given reaction. Reactant: [Cl:1][C:2]1[CH:7]=[C:6]([F:8])[CH:5]=[CH:4][C:3]=1[C:9]1[NH:13][CH:12]=[C:11]([C:14]([NH:16][C:17]2[CH:22]=[CH:21][C:20]([S:23]([CH3:26])(=[O:25])=[O:24])=[CH:19][CH:18]=2)=[O:15])[C:10]=1[CH3:27].CC(C)([O-])C.[Na+].[CH3:34][C@H:35]1[C@H:39]([CH3:40])OS(=O)(=O)[O:36]1.Cl. Product: [Cl:1][C:2]1[CH:7]=[C:6]([F:8])[CH:5]=[CH:4][C:3]=1[C:9]1[N:13]([C@H:39]([CH3:40])[C@@H:35]([OH:36])[CH3:34])[CH:12]=[C:11]([C:14]([NH:16][C:17]2[CH:22]=[CH:21][C:20]([S:23]([CH3:26])(=[O:25])=[O:24])=[CH:19][CH:18]=2)=[O:15])[C:10]=1[CH3:27]. The catalyst class is: 44.